From a dataset of Peptide-MHC class II binding affinity with 134,281 pairs from IEDB. Regression. Given a peptide amino acid sequence and an MHC pseudo amino acid sequence, predict their binding affinity value. This is MHC class II binding data. (1) The peptide sequence is VFTSVGKAVHQVFGGAFR. The binding affinity (normalized) is 0.593. The MHC is DRB1_1101 with pseudo-sequence DRB1_1101. (2) The peptide sequence is TNDRKWCFEGPEEHE. The MHC is DRB1_0901 with pseudo-sequence DRB1_0901. The binding affinity (normalized) is 0.324. (3) The peptide sequence is GELQIVDKHDAAFKI. The MHC is DRB5_0101 with pseudo-sequence DRB5_0101. The binding affinity (normalized) is 0.605. (4) The peptide sequence is GRYKDEKDVTDITVK. The MHC is HLA-DQA10101-DQB10501 with pseudo-sequence HLA-DQA10101-DQB10501. The binding affinity (normalized) is 0.234.